Dataset: NCI-60 drug combinations with 297,098 pairs across 59 cell lines. Task: Regression. Given two drug SMILES strings and cell line genomic features, predict the synergy score measuring deviation from expected non-interaction effect. Drug 1: CC1C(C(=O)NC(C(=O)N2CCCC2C(=O)N(CC(=O)N(C(C(=O)O1)C(C)C)C)C)C(C)C)NC(=O)C3=C4C(=C(C=C3)C)OC5=C(C(=O)C(=C(C5=N4)C(=O)NC6C(OC(=O)C(N(C(=O)CN(C(=O)C7CCCN7C(=O)C(NC6=O)C(C)C)C)C)C(C)C)C)N)C. Drug 2: CC=C1C(=O)NC(C(=O)OC2CC(=O)NC(C(=O)NC(CSSCCC=C2)C(=O)N1)C(C)C)C(C)C. Cell line: K-562. Synergy scores: CSS=40.6, Synergy_ZIP=3.20, Synergy_Bliss=-0.462, Synergy_Loewe=-48.0, Synergy_HSA=-4.98.